Dataset: Reaction yield outcomes from USPTO patents with 853,638 reactions. Task: Predict the reaction yield, written as a fraction of the theoretical maximum amount of product (1.0 means a 100% yield; for example, 0.34 means a 34% yield). (1) The reactants are [NH2:1][C:2]1[N:3]=[C:4]2[CH:9]=[CH:8][C:7]([O:10][C:11]3[CH:12]=[C:13]([NH:17][C:18](=[O:30])[C:19]4[CH:24]=[CH:23][CH:22]=[C:21]([C:25]5([C:28]#[N:29])[CH2:27][CH2:26]5)[CH:20]=4)[CH:14]=[CH:15][CH:16]=3)=[N:6][N:5]2[CH:31]=1.[N:32]1[CH:37]=[CH:36][C:35]([C:38](O)=[O:39])=[CH:34][CH:33]=1.C(Cl)(=O)C(Cl)=O.O1CCCC1. The catalyst is CN(C)C=O.CN1CCCC1=O. The product is [C:28]([C:25]1([C:21]2[CH:20]=[C:19]([CH:24]=[CH:23][CH:22]=2)[C:18]([NH:17][C:13]2[CH:12]=[C:11]([CH:16]=[CH:15][CH:14]=2)[O:10][C:7]2[CH:8]=[CH:9][C:4]3[N:5]([CH:31]=[C:2]([NH:1][C:38](=[O:39])[C:35]4[CH:36]=[CH:37][N:32]=[CH:33][CH:34]=4)[N:3]=3)[N:6]=2)=[O:30])[CH2:27][CH2:26]1)#[N:29]. The yield is 0.590. (2) The reactants are [CH3:1][C:2]1[CH:7]=[CH:6][C:5]([N:8]2[C:12]([C:13]3[CH:18]=[CH:17][CH:16]=[C:15]([C:19]([F:22])([F:21])[F:20])[CH:14]=3)=[CH:11][C:10]([C:23]([O:25]CC)=[O:24])=[N:9]2)=[CH:4][CH:3]=1.[OH-].[K+]. No catalyst specified. The product is [CH3:1][C:2]1[CH:3]=[CH:4][C:5]([N:8]2[C:12]([C:13]3[CH:18]=[CH:17][CH:16]=[C:15]([C:19]([F:22])([F:20])[F:21])[CH:14]=3)=[CH:11][C:10]([C:23]([OH:25])=[O:24])=[N:9]2)=[CH:6][CH:7]=1. The yield is 0.800.